From a dataset of Forward reaction prediction with 1.9M reactions from USPTO patents (1976-2016). Predict the product of the given reaction. (1) Given the reactants Cl.[CH3:2][N:3]([CH2:14][CH2:15][CH2:16][S:17]([CH3:20])(=[O:19])=[O:18])C(OCC1C=CC=CC=1)=O, predict the reaction product. The product is: [CH3:2][NH:3][CH2:14][CH2:15][CH2:16][S:17]([CH3:20])(=[O:19])=[O:18]. (2) Given the reactants [F:1][C:2]1[CH:3]=[C:4]2C(=[CH:9][CH:10]=1)NC(=O)[C:5]2=[N:12][N:13]=CC1(C)CC(C)(C(O)=O)CN1.Cl.C(N=C=NCCCN(C)C)C.[OH:37][C:38]1C2N=NNC=2[CH:41]=[CH:40][CH:39]=1.C([N:49]([CH2:52][CH3:53])[CH2:50][CH3:51])C.[NH2:54][C:55]1[CH:60]=[C:59]([CH3:61])[CH:58]=[CH:57][C:56]=1[NH:62][C:63](=[O:74])[C:64]1[CH:69]=[CH:68][C:67]([NH:70][CH2:71][CH2:72][NH2:73])=[N:66][CH:65]=1.[CH3:75][N:76]([CH:78]=[O:79])C, predict the reaction product. The product is: [NH2:54][C:55]1[CH:60]=[C:59]([CH3:61])[CH:58]=[CH:57][C:56]=1[NH:62][C:63](=[O:74])[C:64]1[CH:69]=[CH:68][C:67]([NH:70][CH2:71][CH2:72][NH:73][C:38]([C:39]2[C:40]([CH3:41])=[C:52]([CH:53]=[N:13][N:12]=[C:5]3[C:4]4[C:75](=[CH:9][CH:10]=[C:2]([F:1])[CH:3]=4)[NH:76][C:78]3=[O:79])[NH:49][C:50]=2[CH3:51])=[O:37])=[N:66][CH:65]=1. (3) Given the reactants Cl[C:2]1[CH:3]=[C:4]([CH:7]=[CH:8][C:9]=1[CH3:10])[C:5]#[N:6].[CH3:11][O:12][C:13]1[CH:14]=[C:15](B(O)O)[CH:16]=[CH:17][CH:18]=1.[F-].[Cs+], predict the reaction product. The product is: [CH3:11][O:12][C:13]1[CH:18]=[C:17]([C:2]2[C:9]([CH3:10])=[CH:8][CH:7]=[C:4]([C:5]#[N:6])[CH:3]=2)[CH:16]=[CH:15][CH:14]=1. (4) Given the reactants Br[C:2]1[CH:7]=[CH:6][C:5]([CH:8]([C:21]2[CH:26]=[CH:25][C:24]([F:27])=[CH:23][C:22]=2[CH3:28])[CH2:9]/[C:10](/[C:13]2[CH:14]=[CH:15][C:16](=[O:20])[N:17]([CH3:19])[CH:18]=2)=[N:11]\[OH:12])=[CH:4][CH:3]=1.[NH2:29][C:30]1[CH:35]=[CH:34][C:33](B2OC(C)(C)C(C)(C)O2)=[CH:32][CH:31]=1, predict the reaction product. The product is: [NH2:29][C:30]1[CH:31]=[CH:32][C:33]([C:2]2[CH:3]=[CH:4][C:5]([CH:8]([C:21]3[CH:26]=[CH:25][C:24]([F:27])=[CH:23][C:22]=3[CH3:28])[CH2:9]/[C:10](/[C:13]3[CH:14]=[CH:15][C:16](=[O:20])[N:17]([CH3:19])[CH:18]=3)=[N:11]\[OH:12])=[CH:6][CH:7]=2)=[CH:34][CH:35]=1. (5) Given the reactants [C:1]([O:5][C:6](=[O:22])[N:7]([CH2:12][C:13]1[CH:18]=[CH:17][C:16]([Cl:19])=[C:15]([CH:20]=O)[CH:14]=1)[CH2:8][CH:9]1[CH2:11][CH2:10]1)([CH3:4])([CH3:3])[CH3:2].CCN(CC)CC.[CH:30]1([NH2:33])[CH2:32][CH2:31]1.[BH4-].[Na+].C([O-])(O)=O.[Na+], predict the reaction product. The product is: [C:1]([O:5][C:6](=[O:22])[N:7]([CH2:12][C:13]1[CH:18]=[CH:17][C:16]([Cl:19])=[C:15]([CH2:20][NH:33][CH:30]2[CH2:32][CH2:31]2)[CH:14]=1)[CH2:8][CH:9]1[CH2:11][CH2:10]1)([CH3:4])([CH3:3])[CH3:2]. (6) Given the reactants [C:1]([O:5][C:6]([N:8]([C:21]1[CH:26]=[CH:25][C:24]([F:27])=[C:23]([Cl:28])[CH:22]=1)[C:9]1[C:17]2[C:12](=[CH:13][N:14]=[CH:15][CH:16]=2)[S:11][C:10]=1C(O)=O)=[O:7])([CH3:4])([CH3:3])[CH3:2].C1C=CC(P([N:43]=[N+]=[N-])(C2C=CC=CC=2)=O)=CC=1.CCN(C(C)C)C(C)C.[C:55]([O-:58])(O)=[O:56].[Na+].[C:60](O)([CH3:63])([CH3:62])[CH3:61], predict the reaction product. The product is: [C:60]([O:58][C:55]([NH:43][C:10]1[S:11][C:12]2=[CH:13][N:14]=[CH:15][CH:16]=[C:17]2[C:9]=1[N:8]([C:21]1[CH:26]=[CH:25][C:24]([F:27])=[C:23]([Cl:28])[CH:22]=1)[C:6](=[O:7])[O:5][C:1]([CH3:2])([CH3:4])[CH3:3])=[O:56])([CH3:63])([CH3:62])[CH3:61]. (7) Given the reactants [CH:1]1([C:4]2[O:5][C:6]3[C:7](=[C:9]([C:13]([OH:15])=O)[CH:10]=[CH:11][CH:12]=3)[N:8]=2)[CH2:3][CH2:2]1.Cl.Cl.[NH2:18][C@H:19]1[CH:24]2[CH2:25][CH2:26][N:21]([CH2:22][CH2:23]2)[CH2:20]1.Cl.C(N=C=NCCCN(C)C)C.ON1C2C=CC=CC=2N=N1.C(N(CC)CC)C, predict the reaction product. The product is: [N:21]12[CH2:26][CH2:25][CH:24]([CH2:23][CH2:22]1)[C@H:19]([NH:18][C:13]([C:9]1[CH:10]=[CH:11][CH:12]=[C:6]3[O:5][C:4]([CH:1]4[CH2:2][CH2:3]4)=[N:8][C:7]=13)=[O:15])[CH2:20]2. (8) Given the reactants [Cl:1][C:2]1[N:7]=[C:6]([Cl:8])[C:5]([OH:9])=[C:4]([Cl:10])[N:3]=1.[C:11]([Si:15]([CH3:24])([CH3:23])[O:16][CH:17]([CH:20]1[CH2:22][CH2:21]1)[CH2:18]O)([CH3:14])([CH3:13])[CH3:12].C1(P(C2C=CC=CC=2)C2C=CC=CC=2)C=CC=CC=1.CC(OC(/N=N/C(OC(C)C)=O)=O)C, predict the reaction product. The product is: [C:11]([Si:15]([CH3:24])([CH3:23])[O:16][CH:17]([CH:20]1[CH2:22][CH2:21]1)[CH2:18][O:9][C:5]1[C:4]([Cl:10])=[N:3][C:2]([Cl:1])=[N:7][C:6]=1[Cl:8])([CH3:14])([CH3:13])[CH3:12]. (9) Given the reactants [Br:1]Br.[CH3:3][O:4][C:5]1[CH:6]=[C:7]2[C:12](=[CH:13][CH:14]=1)[CH:11]=[C:10]([CH:15]=[O:16])[CH:9]=[CH:8]2, predict the reaction product. The product is: [Br:1][C:6]1[C:5]([O:4][CH3:3])=[CH:14][CH:13]=[C:12]2[C:7]=1[CH:8]=[CH:9][C:10]([CH:15]=[O:16])=[CH:11]2. (10) Given the reactants Br[CH2:2][C:3]1[C:4]([F:15])=[CH:5][CH:6]=[C:7]2[C:12]=1[N:11]=[C:10]([O:13][CH3:14])[CH:9]=[CH:8]2.C([O-])(O)=[O:17].[Na+], predict the reaction product. The product is: [F:15][C:4]1[C:3]([CH2:2][OH:17])=[C:12]2[C:7]([CH:8]=[CH:9][C:10]([O:13][CH3:14])=[N:11]2)=[CH:6][CH:5]=1.